From a dataset of NCI-60 drug combinations with 297,098 pairs across 59 cell lines. Regression. Given two drug SMILES strings and cell line genomic features, predict the synergy score measuring deviation from expected non-interaction effect. (1) Drug 1: CC1=CC2C(CCC3(C2CCC3(C(=O)C)OC(=O)C)C)C4(C1=CC(=O)CC4)C. Drug 2: C1=C(C(=O)NC(=O)N1)F. Cell line: MOLT-4. Synergy scores: CSS=24.1, Synergy_ZIP=6.35, Synergy_Bliss=-0.203, Synergy_Loewe=-4.73, Synergy_HSA=3.14. (2) Drug 1: CCC1(CC2CC(C3=C(CCN(C2)C1)C4=CC=CC=C4N3)(C5=C(C=C6C(=C5)C78CCN9C7C(C=CC9)(C(C(C8N6C)(C(=O)OC)O)OC(=O)C)CC)OC)C(=O)OC)O.OS(=O)(=O)O. Drug 2: CC1CCCC2(C(O2)CC(NC(=O)CC(C(C(=O)C(C1O)C)(C)C)O)C(=CC3=CSC(=N3)C)C)C. Cell line: UACC-257. Synergy scores: CSS=15.8, Synergy_ZIP=2.12, Synergy_Bliss=1.02, Synergy_Loewe=-8.07, Synergy_HSA=-2.87.